Dataset: Reaction yield outcomes from USPTO patents with 853,638 reactions. Task: Predict the reaction yield, written as a fraction of the theoretical maximum amount of product (1.0 means a 100% yield; for example, 0.34 means a 34% yield). (1) The reactants are C([N-]C(C)C)(C)C.[Li+].[Cl:9][C:10]1[CH:15]=[CH:14][CH:13]=[CH:12][C:11]=1[C:16](=[O:18])[CH3:17].CON(C)[C:22]([C:24]1[N:25]=[N:26][N:27]([CH2:35][C:36]2[CH:41]=[C:40]([C:42]([F:45])([F:44])[F:43])[CH:39]=[C:38]([C:46]([F:49])([F:48])[F:47])[CH:37]=2)[C:28]=1[C:29]1[CH:30]=[N:31][CH:32]=[CH:33][CH:34]=1)=[O:23].Cl. The catalyst is C1COCC1. The product is [F:45][C:42]([F:43])([F:44])[C:40]1[CH:41]=[C:36]([CH:37]=[C:38]([C:46]([F:47])([F:49])[F:48])[CH:39]=1)[CH2:35][N:27]1[C:28]([C:29]2[CH:30]=[N:31][CH:32]=[CH:33][CH:34]=2)=[C:24]([C:22](=[O:23])[CH2:17][C:16]([C:11]2[CH:12]=[CH:13][CH:14]=[CH:15][C:10]=2[Cl:9])=[O:18])[N:25]=[N:26]1. The yield is 0.690. (2) The reactants are [C@@H:1]([N:5]1[C:13]2[CH:12]=[C:11](Cl)[N:10]=[CH:9][C:8]=2[C:7]([N:15]2[CH2:21][C:17]3([CH2:20][O:19][CH2:18]3)[CH2:16]2)=[N:6]1)([CH2:3][CH3:4])[CH3:2].[CH3:22][S:23]([C:26]([CH3:37])([CH3:36])[CH2:27][O:28][C:29]1[N:34]=[C:33]([NH2:35])[CH:32]=[CH:31][N:30]=1)(=[O:25])=[O:24]. No catalyst specified. The product is [C@@H:1]([N:5]1[C:13]2[CH:12]=[C:11]([NH:35][C:33]3[CH:32]=[CH:31][N:30]=[C:29]([O:28][CH2:27][C:26]([S:23]([CH3:22])(=[O:25])=[O:24])([CH3:36])[CH3:37])[N:34]=3)[N:10]=[CH:9][C:8]=2[C:7]([N:15]2[CH2:21][C:17]3([CH2:20][O:19][CH2:18]3)[CH2:16]2)=[N:6]1)([CH2:3][CH3:4])[CH3:2]. The yield is 0.420. (3) The reactants are [F:1][C:2]1[CH:7]=[C:6]([N+:8]([O-])=O)[CH:5]=[CH:4][C:3]=1[N:11]1[CH2:16][CH2:15][O:14][CH2:13][CH2:12]1. The catalyst is C(O)C.[Pd]. The product is [F:1][C:2]1[CH:7]=[C:6]([CH:5]=[CH:4][C:3]=1[N:11]1[CH2:16][CH2:15][O:14][CH2:13][CH2:12]1)[NH2:8]. The yield is 1.00.